Dataset: Full USPTO retrosynthesis dataset with 1.9M reactions from patents (1976-2016). Task: Predict the reactants needed to synthesize the given product. (1) Given the product [NH:23]([C:16]([C:15]1[CH:20]=[CH:21][C:12]([NH:11][C:9](=[O:10])[CH2:8][CH2:7][C:1]2[CH:6]=[CH:5][CH:4]=[CH:3][CH:2]=2)=[CH:13][CH:14]=1)=[O:17])[NH2:24], predict the reactants needed to synthesize it. The reactants are: [C:1]1([CH2:7][CH2:8][C:9]([NH:11][C:12]2[CH:21]=[CH:20][C:15]([C:16](OC)=[O:17])=[CH:14][CH:13]=2)=[O:10])[CH:6]=[CH:5][CH:4]=[CH:3][CH:2]=1.O.[NH2:23][NH2:24]. (2) Given the product [NH:11]1[C:10]2=[C:5]([O:4][C:3]3[CH:14]=[CH:15][C:16]([NH2:18])=[CH:17][C:2]=3[F:1])[N:6]=[CH:7][CH:8]=[C:9]2[CH:13]=[CH:12]1, predict the reactants needed to synthesize it. The reactants are: [F:1][C:2]1[CH:17]=[C:16]([N+:18]([O-])=O)[CH:15]=[CH:14][C:3]=1[O:4][C:5]1[N:6]=[CH:7][CH:8]=[C:9]2[CH:13]=[CH:12][NH:11][C:10]=12.